Dataset: Full USPTO retrosynthesis dataset with 1.9M reactions from patents (1976-2016). Task: Predict the reactants needed to synthesize the given product. (1) The reactants are: [OH:1][C@H:2]1[C@H:6]([OH:7])[CH2:5][N:4]([C:8]([O:10][CH2:11][C:12]2[CH:17]=[CH:16][CH:15]=[CH:14][CH:13]=2)=[O:9])[CH2:3]1.[H-].[Na+].[CH3:20]I. Given the product [OH:1][C@H:2]1[C@H:6]([O:7][CH3:20])[CH2:5][N:4]([C:8]([O:10][CH2:11][C:12]2[CH:17]=[CH:16][CH:15]=[CH:14][CH:13]=2)=[O:9])[CH2:3]1, predict the reactants needed to synthesize it. (2) Given the product [OH:22][C@H:23]([CH2:24][O:25][C:26]1[C:34]2[NH:33][C:32](=[O:35])[NH:31][C:30]=2[CH:29]=[CH:28][CH:27]=1)[CH2:36][NH:37][CH:2]1[CH2:7][CH2:6][N:5]([C:8]2[CH:21]=[CH:20][C:11]([CH:12]=[C:13]3[S:17][C:16](=[O:18])[NH:15][C:14]3=[O:19])=[CH:10][CH:9]=2)[CH2:4][CH2:3]1, predict the reactants needed to synthesize it. The reactants are: O=[C:2]1[CH2:7][CH2:6][N:5]([C:8]2[CH:21]=[CH:20][C:11]([CH:12]=[C:13]3[S:17][C:16](=[O:18])[NH:15][C:14]3=[O:19])=[CH:10][CH:9]=2)[CH2:4][CH2:3]1.[OH:22][C@@H:23]([CH2:36][NH2:37])[CH2:24][O:25][C:26]1[C:34]2[NH:33][C:32](=[O:35])[NH:31][C:30]=2[CH:29]=[CH:28][CH:27]=1. (3) Given the product [NH2:24][C:13]1[CH:7]([CH3:8])[S:6][CH2:5][C:4]=1[C:3]([O:2][CH2:1][CH3:15])=[O:14], predict the reactants needed to synthesize it. The reactants are: [CH3:1][O:2][C:3](=[O:14])[CH2:4][CH2:5][S:6][CH:7]([CH3:13])[C:8](OCC)=O.[CH3:15]C(C)([O-])C.[K+].C([O-])=O.[NH4+:24]. (4) Given the product [O:1]=[C:2]1[O:6][C@H:5]([C:7]([Cl:18])=[O:9])[CH2:4][CH2:3]1, predict the reactants needed to synthesize it. The reactants are: [O:1]=[C:2]1[O:6][C@H:5]([C:7]([OH:9])=O)[CH2:4][CH2:3]1.CN(C=O)C.C(Cl)(=O)C([Cl:18])=O. (5) Given the product [CH3:25][O:26][C:27](=[O:30])[CH2:28][N:14]1[C:15]2[CH2:16][CH2:17][NH:8][CH2:9][CH2:10][C:11]=2[C:12]([C:18]2[CH:19]=[CH:20][C:21]([Cl:24])=[CH:22][CH:23]=2)=[N:13]1, predict the reactants needed to synthesize it. The reactants are: C(OC([N:8]1[CH2:17][CH2:16][C:15]2[NH:14][N:13]=[C:12]([C:18]3[CH:23]=[CH:22][C:21]([Cl:24])=[CH:20][CH:19]=3)[C:11]=2[CH2:10][CH2:9]1)=O)(C)(C)C.[CH3:25][O:26][C:27](=[O:30])[CH2:28]Br. (6) Given the product [CH2:1]([O:3][C:4]([CH:6]1[CH2:11][CH2:10][N:9]([C:17]([O:16][C:13]([CH3:15])([CH3:14])[CH3:12])=[O:18])[CH2:8][CH2:7]1)=[O:5])[CH3:2], predict the reactants needed to synthesize it. The reactants are: [CH2:1]([O:3][C:4]([CH:6]1[CH2:11][CH2:10][NH:9][CH2:8][CH2:7]1)=[O:5])[CH3:2].[CH3:12][C:13]([O:16][C:17](O[C:17]([O:16][C:13]([CH3:15])([CH3:14])[CH3:12])=[O:18])=[O:18])([CH3:15])[CH3:14]. (7) Given the product [CH3:28][NH:27][C:25](=[O:26])[C:24]1[CH:29]=[C:20]([NH:10][CH:4]2[CH:5]3[CH2:8][CH2:9][N:2]([CH2:7][CH2:6]3)[CH2:3]2)[CH:21]=[CH:22][C:23]=1[N+:30]([O-:32])=[O:31], predict the reactants needed to synthesize it. The reactants are: Cl.[N:2]12[CH2:9][CH2:8][CH:5]([CH2:6][CH2:7]1)[CH:4]([NH2:10])[CH2:3]2.CN1CCCN(C)P1.F[C:20]1[CH:21]=[CH:22][C:23]([N+:30]([O-:32])=[O:31])=[C:24]([CH:29]=1)[C:25]([NH:27][CH3:28])=[O:26]. (8) Given the product [F:16][C:10]1[CH:11]=[C:12]([I:15])[CH:13]=[CH:14][C:9]=1[NH:8][C:7]1[C:2]([NH:1][S:34]([C:31]2([CH2:30][O:29][CH2:22][C:23]3[CH:28]=[CH:27][CH:26]=[CH:25][CH:24]=3)[CH2:33][CH2:32]2)(=[O:36])=[O:35])=[C:3]2[S:21][CH2:20][CH2:19][N:4]2[C:5](=[O:18])[C:6]=1[CH3:17], predict the reactants needed to synthesize it. The reactants are: [NH2:1][C:2]1[C:7]([NH:8][C:9]2[CH:14]=[CH:13][C:12]([I:15])=[CH:11][C:10]=2[F:16])=[C:6]([CH3:17])[C:5](=[O:18])[N:4]2[CH2:19][CH2:20][S:21][C:3]=12.[CH2:22]([O:29][CH2:30][C:31]1([S:34](Cl)(=[O:36])=[O:35])[CH2:33][CH2:32]1)[C:23]1[CH:28]=[CH:27][CH:26]=[CH:25][CH:24]=1. (9) Given the product [C:42]12([CH2:52][C:53]([O:55][CH2:56][CH2:57][O:58][CH2:59][CH2:60][NH:61][C:20](=[O:21])[CH2:19][CH2:18][CH2:17][N:11]3[C:12]([CH3:16])([CH3:15])[C:13](=[O:14])[N:9]([C:6]4[CH:7]=[CH:8][C:3]([C:1]#[N:2])=[C:4]([C:24]([F:27])([F:25])[F:26])[CH:5]=4)[C:10]3=[S:23])=[O:54])[CH2:49][CH:48]3[CH2:47][CH:46]([CH2:45][CH:44]([CH2:50]3)[CH2:43]1)[CH2:51]2, predict the reactants needed to synthesize it. The reactants are: [C:1]([C:3]1[CH:8]=[CH:7][C:6]([N:9]2[C:13](=[O:14])[C:12]([CH3:16])([CH3:15])[N:11]([CH2:17][CH2:18][CH2:19][C:20](O)=[O:21])[C:10]2=[S:23])=[CH:5][C:4]=1[C:24]([F:27])([F:26])[F:25])#[N:2].C(Cl)CCl.C1C=CC2N(O)N=NC=2C=1.[C:42]12([CH2:52][C:53]([O:55][CH2:56][CH2:57][O:58][CH2:59][CH2:60][NH2:61])=[O:54])[CH2:51][CH:46]3[CH2:47][CH:48]([CH2:50][CH:44]([CH2:45]3)[CH2:43]1)[CH2:49]2.